From a dataset of Retrosynthesis with 50K atom-mapped reactions and 10 reaction types from USPTO. Predict the reactants needed to synthesize the given product. (1) Given the product O=C1CCC(N2C(=O)c3cccc(CNC(=O)c4ccc(F)cc4)c3C2=O)C(=O)N1, predict the reactants needed to synthesize it. The reactants are: NCc1cccc2c1C(=O)N(C1CCC(=O)NC1=O)C2=O.O=C(Cl)c1ccc(F)cc1. (2) Given the product CC1(CO)COC(=O)N1, predict the reactants needed to synthesize it. The reactants are: COC(=O)C1(C)COC(=O)N1. (3) Given the product CCCCCCCCCCCCCCCC(=O)OCC(C[N+](C)(C)CCCCCCCCCCCCCCCCCCCCO)OC(=O)CCCCCCCCCCCCCCC, predict the reactants needed to synthesize it. The reactants are: CCCCCCCCCCCCCCCC(=O)OCC(CN(C)C)OC(=O)CCCCCCCCCCCCCCC.OCCCCCCCCCCCCCCCCCCCCBr. (4) Given the product CCOC(=O)CC1CCSCC1, predict the reactants needed to synthesize it. The reactants are: CCOC(=O)C=C1CCSCC1. (5) Given the product CC(=O)Oc1ccccc1C(=O)N1CCN(c2ccc(C(=O)NCCC3CC3)nn2)CC1, predict the reactants needed to synthesize it. The reactants are: CC(=O)Oc1ccccc1C(=O)Cl.O=C(NCCC1CC1)c1ccc(N2CCNCC2)nn1. (6) Given the product COC(=O)c1c(-c2cccc(C#N)c2)c(Cl)n2c1CNCC2, predict the reactants needed to synthesize it. The reactants are: C=O.COC(=O)c1cn(CCN)c(Cl)c1-c1cccc(C#N)c1. (7) Given the product COC(=O)C1CCCN(CCCN2c3ccccc3CCc3ccccc32)C1C, predict the reactants needed to synthesize it. The reactants are: COC(=O)C1CCCNC1C.ClCCCN1c2ccccc2CCc2ccccc21. (8) The reactants are: CCOC(=O)C1(c2ccc(B3OC(C)(C)C(C)(C)O3)cc2)CC1.CCc1noc(-c2ccc(Br)cc2)c1NC(=O)O[C@H](C)c1ccccc1. Given the product CCOC(=O)C1(c2ccc(-c3ccc(-c4onc(CC)c4NC(=O)O[C@H](C)c4ccccc4)cc3)cc2)CC1, predict the reactants needed to synthesize it.